The task is: Predict the reactants needed to synthesize the given product.. This data is from Full USPTO retrosynthesis dataset with 1.9M reactions from patents (1976-2016). (1) Given the product [N+:11]([C:10]1[C:5]([C:3]2[N:4]=[C:14]([C:15]3[CH:21]=[CH:20][CH:19]=[CH:18][C:16]=3[OH:17])[O:1][N:2]=2)=[N:6][CH:7]=[CH:8][CH:9]=1)([O-:13])=[O:12], predict the reactants needed to synthesize it. The reactants are: [OH:1][NH:2][C:3]([C:5]1[C:10]([N+:11]([O-:13])=[O:12])=[CH:9][CH:8]=[CH:7][N:6]=1)=[NH:4].[C:14](O)(=O)[C:15]1[C:16](=[CH:18][CH:19]=[CH:20][CH:21]=1)[OH:17]. (2) Given the product [Cl:30][C:31]1[CH:32]=[C:33]([C:2]2[CH:7]=[CH:6][CH:5]=[C:4]([C:8]3([C:22]4[CH:27]=[CH:26][C:25]([O:28][CH3:29])=[CH:24][CH:23]=4)[C:12]4=[N:13][CH2:14][CH:15]([S:17]([CH3:20])(=[O:18])=[O:19])[CH2:16][N:11]4[C:10]([NH2:21])=[N:9]3)[CH:3]=2)[CH:34]=[C:35]([Cl:37])[CH:36]=1, predict the reactants needed to synthesize it. The reactants are: Br[C:2]1[CH:3]=[C:4]([C:8]2([C:22]3[CH:27]=[CH:26][C:25]([O:28][CH3:29])=[CH:24][CH:23]=3)[C:12]3=[N:13][CH2:14][CH:15]([S:17]([CH3:20])(=[O:19])=[O:18])[CH2:16][N:11]3[C:10]([NH2:21])=[N:9]2)[CH:5]=[CH:6][CH:7]=1.[Cl:30][C:31]1[CH:32]=[C:33](B(O)O)[CH:34]=[C:35]([Cl:37])[CH:36]=1.C(=O)([O-])[O-].[Cs+].[Cs+]. (3) Given the product [CH2:29]([O:28][C@@H:4]([CH2:5][C:6]1[CH:11]=[CH:10][C:9]([O:12][CH2:13][C:14]2[N:15]=[C:16]([C:20]3[CH:25]=[CH:24][CH:23]=[CH:22][C:21]=3[F:26])[O:17][C:18]=2[CH3:19])=[CH:8][C:7]=1[CH3:27])[C:3]([OH:31])=[O:2])[CH3:30], predict the reactants needed to synthesize it. The reactants are: C[O:2][C:3](=[O:31])[C@@H:4]([O:28][CH2:29][CH3:30])[CH2:5][C:6]1[CH:11]=[CH:10][C:9]([O:12][CH2:13][C:14]2[N:15]=[C:16]([C:20]3[CH:25]=[CH:24][CH:23]=[CH:22][C:21]=3[F:26])[O:17][C:18]=2[CH3:19])=[CH:8][C:7]=1[CH3:27].[Li+].[OH-]. (4) Given the product [CH2:34]([O:41][C:42](=[O:62])[NH:43][C@@H:44]1[C:47](=[O:48])[N:46]([CH2:49][C:50]2[CH:55]=[CH:54][C:53]([O:56][CH3:57])=[CH:52][C:51]=2[O:58][CH3:59])[C@@H:45]1/[CH:60]=[CH:2]/[O:3][CH3:4])[C:35]1[CH:36]=[CH:37][CH:38]=[CH:39][CH:40]=1, predict the reactants needed to synthesize it. The reactants are: [Cl-].[CH3:2][O:3][CH2:4][P+](C1C=CC=CC=1)(C1C=CC=CC=1)C1C=CC=CC=1.C[Si]([N-][Si](C)(C)C)(C)C.[K+].[CH2:34]([O:41][C:42](=[O:62])[NH:43][C@@H:44]1[C:47](=[O:48])[N:46]([CH2:49][C:50]2[CH:55]=[CH:54][C:53]([O:56][CH3:57])=[CH:52][C:51]=2[O:58][CH3:59])[C@@H:45]1[CH:60]=O)[C:35]1[CH:40]=[CH:39][CH:38]=[CH:37][CH:36]=1. (5) Given the product [F:12][C:9]1[CH:10]=[CH:11][C:6]([C:4](=[O:5])[CH2:3][CH2:2][N:22]2[CH2:24][CH2:3][CH:4]([C:6]3[CH:11]=[CH:10][CH:9]=[CH:8][C:7]=3[O:16][CH3:13])[CH2:21]2)=[CH:7][CH:8]=1, predict the reactants needed to synthesize it. The reactants are: Cl[CH2:2][CH2:3][C:4]([C:6]1[CH:11]=[CH:10][C:9]([F:12])=[CH:8][CH:7]=1)=[O:5].[C:13](=[O:16])([O-])[O-].[K+].[K+].[I-].[Na+].[CH3:21][N:22]([CH:24]=O)C.